From a dataset of Catalyst prediction with 721,799 reactions and 888 catalyst types from USPTO. Predict which catalyst facilitates the given reaction. (1) Reactant: [F:1][C:2]1[CH:3]=[C:4]([CH:6]=[CH:7][C:8]=1[F:9])[NH2:5].N1C=CC=CC=1.[Cl:16][CH2:17][C:18](Cl)=[O:19]. Product: [F:1][C:2]1[CH:3]=[C:4]([NH:5][C:18](=[O:19])[CH2:17][Cl:16])[CH:6]=[CH:7][C:8]=1[F:9]. The catalyst class is: 11. (2) Reactant: Cl.C(OCC)(=O)C.[Cl:8][C:9]1[CH:14]=[CH:13][C:12]([NH:15][C:16]([C@@H:18]2[CH2:22][CH2:21][CH2:20][N:19]2C(OC(C)(C)C)=O)=[O:17])=[C:11]([C:30]([O:32][CH3:33])=[O:31])[CH:10]=1. Product: [ClH:8].[Cl:8][C:9]1[CH:14]=[CH:13][C:12]([NH:15][C:16](=[O:17])[C@@H:18]2[CH2:22][CH2:21][CH2:20][NH:19]2)=[C:11]([CH:10]=1)[C:30]([O:32][CH3:33])=[O:31]. The catalyst class is: 13. (3) Reactant: [Cl:1][C:2]1[CH:7]=[CH:6][C:5]([C:8]2[NH:13][C:12](=O)[CH:11]=[C:10]([CH3:15])[CH:9]=2)=[CH:4][CH:3]=1.P(Br)(Br)([Br:18])=O. Product: [Br:18][C:12]1[CH:11]=[C:10]([CH3:15])[CH:9]=[C:8]([C:5]2[CH:6]=[CH:7][C:2]([Cl:1])=[CH:3][CH:4]=2)[N:13]=1. The catalyst class is: 11. (4) Reactant: [SH:1][CH2:2][CH2:3][OH:4].C(=O)([O-])[O-].[Na+].[Na+].Br.[CH2:12]([N:14]([CH2:18][CH3:19])[CH2:15][CH2:16]Br)[CH3:13]. Product: [CH2:12]([N:14]([CH2:18][CH3:19])[CH2:15][CH2:16][S:1][CH2:2][CH2:3][OH:4])[CH3:13]. The catalyst class is: 5. (5) Reactant: [CH3:1][C:2]1[S:3][C:4]([C:13]([OH:15])=O)=[C:5]([C:7]2[CH:12]=[CH:11][CH:10]=[CH:9][CH:8]=2)[N:6]=1.Cl.C[N:18]([CH3:27])CCCN=C=NCC.[OH2:28].O[N:30]1[C:34]2[CH:35]=[CH:36][CH:37]=[CH:38][C:33]=2N=N1.[CH2:39]([N:41](CC)[CH2:42][CH3:43])[CH3:40]. Product: [CH3:1][C:2]1[S:3][C:4]([C:13]([N:41]2[CH2:42][CH2:43][N:30]([C:34]3[CH:33]=[C:38]([CH:37]=[CH:36][CH:35]=3)[C:27]([NH2:18])=[O:28])[CH2:40][CH2:39]2)=[O:15])=[C:5]([C:7]2[CH:8]=[CH:9][CH:10]=[CH:11][CH:12]=2)[N:6]=1. The catalyst class is: 4. (6) Reactant: [CH3:1][O:2][C:3]1[CH:4]=[C:5]([C:11]2[N:16]=[CH:15][C:14]3[CH:17]=[N:18][NH:19][C:13]=3[CH:12]=2)[CH:6]=[C:7]([O:9][CH3:10])[CH:8]=1.[I:20]N1C(=O)CCC1=O.O. Product: [CH3:10][O:9][C:7]1[CH:6]=[C:5]([C:11]2[N:16]=[CH:15][C:14]3[C:17]([I:20])=[N:18][NH:19][C:13]=3[CH:12]=2)[CH:4]=[C:3]([O:2][CH3:1])[CH:8]=1. The catalyst class is: 9. (7) Reactant: [I-].[CH3:2][P+](C1C=CC=CC=1)(C1C=CC=CC=1)C1C=CC=CC=1.[Li+].C[Si]([N-][Si](C)(C)C)(C)C.[C:32]([O:39][CH2:40][CH3:41])(=[O:38])[CH2:33][CH2:34][C:35]([CH3:37])=O. Product: [CH2:40]([O:39][C:32](=[O:38])[CH2:33][CH2:34][C:35]([CH3:2])=[CH2:37])[CH3:41]. The catalyst class is: 1.